From a dataset of Full USPTO retrosynthesis dataset with 1.9M reactions from patents (1976-2016). Predict the reactants needed to synthesize the given product. (1) Given the product [Cl:20][CH2:19][CH2:2][C:3]1[CH:8]=[CH:7][CH:6]=[CH:5][C:4]=1[N:9]([CH3:14])[S:10]([CH3:13])(=[O:12])=[O:11], predict the reactants needed to synthesize it. The reactants are: O[CH2:2][C:3]1[CH:8]=[CH:7][CH:6]=[CH:5][C:4]=1[N:9]([CH3:14])[S:10]([CH3:13])(=[O:12])=[O:11].O=S(Cl)Cl.[CH2:19](Cl)[Cl:20]. (2) Given the product [F:1][C:2]1([F:12])[C:5]([F:7])([F:6])[CH2:4][C:3]1([C:8]1[S:16][C:15]([NH2:17])=[N:14][N:13]=1)[CH3:11], predict the reactants needed to synthesize it. The reactants are: [F:1][C:2]1([F:12])[C:5]([F:7])([F:6])[CH2:4][C:3]1([CH3:11])[C:8](Cl)=O.[NH2:13][NH:14][C:15]([NH2:17])=[S:16]. (3) Given the product [C:39]([O:43][C:44](=[O:45])[NH:46][CH2:47][C:48](=[O:49])[NH:1][C:2]1[CH:38]=[CH:37][CH:36]=[C:4]([O:5][C:6]2[CH:21]=[CH:20][C:9]([C:10](=[O:11])[NH:12][C:13]3[CH:18]=[CH:17][CH:16]=[C:15]([Br:19])[CH:14]=3)=[CH:8][C:7]=2[NH:22][C:23]2[C:24]3[CH:32]=[CH:31][C:30]([CH:33]([CH3:35])[CH3:34])=[N:29][C:25]=3[N:26]=[CH:27][N:28]=2)[CH:3]=1)([CH3:42])([CH3:40])[CH3:41], predict the reactants needed to synthesize it. The reactants are: [NH2:1][C:2]1[CH:3]=[C:4]([CH:36]=[CH:37][CH:38]=1)[O:5][C:6]1[CH:21]=[CH:20][C:9]([C:10]([NH:12][C:13]2[CH:18]=[CH:17][CH:16]=[C:15]([Br:19])[CH:14]=2)=[O:11])=[CH:8][C:7]=1[NH:22][C:23]1[C:24]2[CH:32]=[CH:31][C:30]([CH:33]([CH3:35])[CH3:34])=[N:29][C:25]=2[N:26]=[CH:27][N:28]=1.[C:39]([O:43][C:44]([NH:46][CH2:47][C:48](O)=[O:49])=[O:45])([CH3:42])([CH3:41])[CH3:40].Cl.CN(C)CCCN=C=NCC.O.ON1C2C=CC=CC=2N=N1.C(N(CC)C(C)C)(C)C.